From a dataset of Catalyst prediction with 721,799 reactions and 888 catalyst types from USPTO. Predict which catalyst facilitates the given reaction. (1) Reactant: [O:1]1[C:5]2[CH:6]=[CH:7][CH:8]=[CH:9][C:4]=2[N:3]=[C:2]1[C:10]1[CH:11]=[CH:12][C:13]([NH:17][CH:18]2[CH2:23][CH2:22][O:21][CH2:20][CH2:19]2)=[C:14]([CH:16]=1)[NH2:15].[N:24]1[CH:29]=[CH:28][CH:27]=[C:26]([CH:30]=O)[CH:25]=1.OOS([O-])=O.[K+].C(=O)([O-])[O-].[K+].[K+]. Product: [O:1]1[C:5]2[CH:6]=[CH:7][CH:8]=[CH:9][C:4]=2[N:3]=[C:2]1[C:10]1[CH:11]=[CH:12][C:13]2[N:17]([CH:18]3[CH2:23][CH2:22][O:21][CH2:20][CH2:19]3)[C:30]([C:26]3[CH:25]=[N:24][CH:29]=[CH:28][CH:27]=3)=[N:15][C:14]=2[CH:16]=1. The catalyst class is: 18. (2) Reactant: [OH:1][C:2]1[CH:7]=[CH:6][C:5]([CH:8]([CH:12]2C(=O)OC(C)(C)[O:14][C:13]2=[O:21])[C:9]#[C:10][CH3:11])=[CH:4][CH:3]=1.C(C(CC)=O)C.[Na+].[Cl-]. Product: [OH:1][C:2]1[CH:3]=[CH:4][C:5]([CH:8]([C:9]#[C:10][CH3:11])[CH2:12][C:13]([OH:21])=[O:14])=[CH:6][CH:7]=1. The catalyst class is: 6.